This data is from NCI-60 drug combinations with 297,098 pairs across 59 cell lines. The task is: Regression. Given two drug SMILES strings and cell line genomic features, predict the synergy score measuring deviation from expected non-interaction effect. (1) Drug 1: CC1C(C(=O)NC(C(=O)N2CCCC2C(=O)N(CC(=O)N(C(C(=O)O1)C(C)C)C)C)C(C)C)NC(=O)C3=C4C(=C(C=C3)C)OC5=C(C(=O)C(=C(C5=N4)C(=O)NC6C(OC(=O)C(N(C(=O)CN(C(=O)C7CCCN7C(=O)C(NC6=O)C(C)C)C)C)C(C)C)C)N)C. Drug 2: CC1CCC2CC(C(=CC=CC=CC(CC(C(=O)C(C(C(=CC(C(=O)CC(OC(=O)C3CCCCN3C(=O)C(=O)C1(O2)O)C(C)CC4CCC(C(C4)OC)OCCO)C)C)O)OC)C)C)C)OC. Cell line: MCF7. Synergy scores: CSS=17.3, Synergy_ZIP=-1.36, Synergy_Bliss=2.32, Synergy_Loewe=4.73, Synergy_HSA=3.08. (2) Drug 1: CCC1(CC2CC(C3=C(CCN(C2)C1)C4=CC=CC=C4N3)(C5=C(C=C6C(=C5)C78CCN9C7C(C=CC9)(C(C(C8N6C=O)(C(=O)OC)O)OC(=O)C)CC)OC)C(=O)OC)O.OS(=O)(=O)O. Drug 2: CC1=C(C(CCC1)(C)C)C=CC(=CC=CC(=CC(=O)O)C)C. Cell line: HOP-62. Synergy scores: CSS=15.4, Synergy_ZIP=-7.42, Synergy_Bliss=-2.66, Synergy_Loewe=-6.30, Synergy_HSA=-4.62. (3) Drug 1: CNC(=O)C1=CC=CC=C1SC2=CC3=C(C=C2)C(=NN3)C=CC4=CC=CC=N4. Drug 2: CC1C(C(CC(O1)OC2CC(CC3=C2C(=C4C(=C3O)C(=O)C5=CC=CC=C5C4=O)O)(C(=O)C)O)N)O. Cell line: SNB-19. Synergy scores: CSS=38.2, Synergy_ZIP=4.28, Synergy_Bliss=4.06, Synergy_Loewe=-13.2, Synergy_HSA=5.09. (4) Synergy scores: CSS=36.6, Synergy_ZIP=4.00, Synergy_Bliss=3.18, Synergy_Loewe=-14.0, Synergy_HSA=-1.94. Cell line: K-562. Drug 2: COC1=NC(=NC2=C1N=CN2C3C(C(C(O3)CO)O)O)N. Drug 1: C1=NC2=C(N1)C(=S)N=C(N2)N. (5) Drug 1: C1=CN(C=N1)CC(O)(P(=O)(O)O)P(=O)(O)O. Drug 2: C(=O)(N)NO. Cell line: SF-539. Synergy scores: CSS=-0.474, Synergy_ZIP=3.16, Synergy_Bliss=4.18, Synergy_Loewe=4.46, Synergy_HSA=-1.66. (6) Drug 1: CC1C(C(CC(O1)OC2CC(OC(C2O)C)OC3=CC4=CC5=C(C(=O)C(C(C5)C(C(=O)C(C(C)O)O)OC)OC6CC(C(C(O6)C)O)OC7CC(C(C(O7)C)O)OC8CC(C(C(O8)C)O)(C)O)C(=C4C(=C3C)O)O)O)O. Drug 2: C1CN(P(=O)(OC1)NCCCl)CCCl. Cell line: LOX IMVI. Synergy scores: CSS=24.8, Synergy_ZIP=-0.201, Synergy_Bliss=-0.0157, Synergy_Loewe=-0.887, Synergy_HSA=-0.959. (7) Drug 1: C1=CN(C(=O)N=C1N)C2C(C(C(O2)CO)O)O.Cl. Drug 2: C1CN(CCN1C(=O)CCBr)C(=O)CCBr. Cell line: MDA-MB-435. Synergy scores: CSS=14.3, Synergy_ZIP=-6.65, Synergy_Bliss=2.21, Synergy_Loewe=-5.02, Synergy_HSA=2.48. (8) Drug 1: CC1CCC2CC(C(=CC=CC=CC(CC(C(=O)C(C(C(=CC(C(=O)CC(OC(=O)C3CCCCN3C(=O)C(=O)C1(O2)O)C(C)CC4CCC(C(C4)OC)O)C)C)O)OC)C)C)C)OC. Drug 2: C(CN)CNCCSP(=O)(O)O. Cell line: SK-MEL-28. Synergy scores: CSS=17.9, Synergy_ZIP=-6.91, Synergy_Bliss=-4.86, Synergy_Loewe=-73.5, Synergy_HSA=-2.64. (9) Cell line: MALME-3M. Drug 2: CCC(=C(C1=CC=CC=C1)C2=CC=C(C=C2)OCCN(C)C)C3=CC=CC=C3.C(C(=O)O)C(CC(=O)O)(C(=O)O)O. Synergy scores: CSS=8.61, Synergy_ZIP=-4.75, Synergy_Bliss=-1.95, Synergy_Loewe=-11.6, Synergy_HSA=-4.17. Drug 1: C1CN1P(=S)(N2CC2)N3CC3. (10) Drug 1: C(=O)(N)NO. Drug 2: C(CN)CNCCSP(=O)(O)O. Cell line: NCI-H522. Synergy scores: CSS=2.72, Synergy_ZIP=-1.84, Synergy_Bliss=-3.39, Synergy_Loewe=1.49, Synergy_HSA=-2.03.